From a dataset of Full USPTO retrosynthesis dataset with 1.9M reactions from patents (1976-2016). Predict the reactants needed to synthesize the given product. (1) Given the product [C:32]([C:29]([C:25]1[CH:24]=[C:23]([CH:28]=[CH:27][CH:26]=1)[C:22]([NH:21][C:16]1[CH:17]=[CH:18][C:19]([CH3:20])=[C:14]([NH:13][CH2:2][C:3]2[S:11][C:10]3=[N:9][CH:8]=[CH:7][N:6]=[C:5]3[CH:4]=2)[CH:15]=1)=[O:34])([CH3:30])[CH3:31])#[N:33], predict the reactants needed to synthesize it. The reactants are: Br[CH2:2][C:3]1[S:11][C:10]2[C:5](=[N:6][CH:7]=[CH:8][N:9]=2)[CH:4]=1.Cl.[NH2:13][C:14]1[CH:15]=[C:16]([NH:21][C:22](=[O:34])[C:23]2[CH:28]=[CH:27][CH:26]=[C:25]([C:29]([C:32]#[N:33])([CH3:31])[CH3:30])[CH:24]=2)[CH:17]=[CH:18][C:19]=1[CH3:20].C(=O)([O-])[O-].[K+].[K+].O. (2) Given the product [CH3:1][NH:2][C:3]([N:5]1[C:11]([CH3:12])=[CH:10][C:9]2[CH:13]=[CH:14][C:15]([Cl:17])=[CH:16][C:8]=2[C:7]([C:18]2[CH:23]=[CH:22][C:21]([NH2:24])=[C:20]([CH3:27])[CH:19]=2)=[N:6]1)=[O:4], predict the reactants needed to synthesize it. The reactants are: [CH3:1][NH:2][C:3]([N:5]1[C:11]([CH3:12])=[CH:10][C:9]2[CH:13]=[CH:14][C:15]([Cl:17])=[CH:16][C:8]=2[C:7]([C:18]2[CH:23]=[CH:22][C:21]([N+:24]([O-])=O)=[C:20]([CH3:27])[CH:19]=2)=[N:6]1)=[O:4].O.NN.